The task is: Predict the product of the given reaction.. This data is from Forward reaction prediction with 1.9M reactions from USPTO patents (1976-2016). (1) Given the reactants [C:1]([O:5][C:6]([N:8]1[CH2:13][CH2:12][C:11]2[N:14]([CH2:21][C:22]([OH:24])=O)[N:15]=[C:16]([C:17]([F:20])([F:19])[F:18])[C:10]=2[CH2:9]1)=[O:7])([CH3:4])([CH3:3])[CH3:2].[Cl:25][C:26]1[CH:27]=[CH:28][C:29]([O:33][CH3:34])=[C:30]([CH:32]=1)[NH2:31].C1C=CC2N(O)N=NC=2C=1.C(N(CC)CC)C.CCN=C=NCCCN(C)C, predict the reaction product. The product is: [Cl:25][C:26]1[CH:27]=[CH:28][C:29]([O:33][CH3:34])=[C:30]([NH:31][C:22](=[O:24])[CH2:21][N:14]2[C:11]3[CH2:12][CH2:13][N:8]([C:6]([O:5][C:1]([CH3:4])([CH3:2])[CH3:3])=[O:7])[CH2:9][C:10]=3[C:16]([C:17]([F:20])([F:19])[F:18])=[N:15]2)[CH:32]=1. (2) Given the reactants [NH2:1][C:2]1[CH:10]=[C:9]2[C:5]([C:6]([C:21]([NH:23][CH2:24][C:25]3[CH:30]=[CH:29][C:28]([F:31])=[C:27]([F:32])[CH:26]=3)=[O:22])=[C:7]([CH:18]([CH3:20])[CH3:19])[N:8]2[CH2:11][C:12]2[CH:17]=[CH:16][CH:15]=[CH:14][CH:13]=2)=[CH:4][CH:3]=1.[O:33]1[CH2:37][CH2:36][C:35](=O)[CH2:34]1.[BH3-]C#N.[Na+], predict the reaction product. The product is: [CH2:11]([N:8]1[C:9]2[C:5](=[CH:4][CH:3]=[C:2]([NH:1][CH:35]3[CH2:36][CH2:37][O:33][CH2:34]3)[CH:10]=2)[C:6]([C:21]([NH:23][CH2:24][C:25]2[CH:30]=[CH:29][C:28]([F:31])=[C:27]([F:32])[CH:26]=2)=[O:22])=[C:7]1[CH:18]([CH3:19])[CH3:20])[C:12]1[CH:13]=[CH:14][CH:15]=[CH:16][CH:17]=1. (3) Given the reactants C1C(=O)N([I:8])C(=O)C1.[F:9][C:10]1[CH:15]=[CH:14][C:13]([F:16])=[CH:12][C:11]=1[CH2:17][C:18]([N:20]1[C:28]2[C:23](=[C:24]([F:39])[C:25]([C:29]3[C:33]4[C:34]([NH2:38])=[N:35][CH:36]=[CH:37][C:32]=4[O:31][CH:30]=3)=[CH:26][CH:27]=2)[CH2:22][CH2:21]1)=[O:19].O, predict the reaction product. The product is: [F:9][C:10]1[CH:15]=[CH:14][C:13]([F:16])=[CH:12][C:11]=1[CH2:17][C:18]([N:20]1[C:28]2[C:23](=[C:24]([F:39])[C:25]([C:29]3[C:33]4[C:34]([NH2:38])=[N:35][CH:36]=[C:37]([I:8])[C:32]=4[O:31][CH:30]=3)=[CH:26][CH:27]=2)[CH2:22][CH2:21]1)=[O:19]. (4) Given the reactants [NH2:1][CH2:2][CH2:3][C:4]1[CH:5]=[C:6]([CH2:10][C@H:11]([NH:13][C@@H:14]([C:16]2[CH:21]=[CH:20][CH:19]=[CH:18][CH:17]=2)[CH3:15])[CH3:12])[CH:7]=[CH:8][CH:9]=1.[C:22]([O:26][C:27](O[C:27]([O:26][C:22]([CH3:25])([CH3:24])[CH3:23])=[O:28])=[O:28])([CH3:25])([CH3:24])[CH3:23].C(N(CC)C(C)C)(C)C.C(=O)(O)[O-].[Na+], predict the reaction product. The product is: [C:22]([O:26][C:27](=[O:28])[NH:1][CH2:2][CH2:3][C:4]1[CH:9]=[CH:8][CH:7]=[C:6]([CH2:10][C@H:11]([NH:13][C@@H:14]([C:16]2[CH:17]=[CH:18][CH:19]=[CH:20][CH:21]=2)[CH3:15])[CH3:12])[CH:5]=1)([CH3:25])([CH3:24])[CH3:23].